From a dataset of Full USPTO retrosynthesis dataset with 1.9M reactions from patents (1976-2016). Predict the reactants needed to synthesize the given product. (1) Given the product [CH:46]12[N:49]([CH2:1][CH2:4][C:5]3[CH:6]=[CH:7][C:8]([CH2:9][CH2:10][CH2:11][NH:12][C:13]4[CH:18]=[C:17]([O:19][CH3:20])[C:16]([O:21][CH3:22])=[CH:15][C:14]=4[C@@H:23]4[CH2:32][CH2:31][C:30]5[CH:29]=[C:28]([OH:33])[CH:27]=[CH:26][C:25]=5[CH2:24]4)=[CH:40][CH:41]=3)[CH:43]([CH2:48][CH2:47]1)[CH2:44][CH2:45]2, predict the reactants needed to synthesize it. The reactants are: [C:1]([CH2:4][C:5]1[CH:41]=[CH:40][C:8]([CH2:9][CH2:10][CH2:11][NH:12][C:13]2[CH:18]=[C:17]([O:19][CH3:20])[C:16]([O:21][CH3:22])=[CH:15][C:14]=2[C@@H:23]2[CH2:32][CH2:31][C:30]3[CH:29]=[C:28]([O:33]C(=O)C(C)(C)C)[CH:27]=[CH:26][C:25]=3[CH2:24]2)=[CH:7][CH:6]=1)(O)=O.Cl.[CH:43]12[NH:49][CH:46]([CH2:47][CH2:48]1)[CH2:45][CH2:44]2. (2) Given the product [CH3:24][O:23][C:13]1[C:14]2[O:15][C:16]3[CH:22]=[CH:21][CH:20]=[CH:19][C:17]=3[C:18]=2[C:10]([C:8]([NH2:7]=[O:33])=[O:9])=[CH:11][CH:12]=1, predict the reactants needed to synthesize it. The reactants are: N1C=CC([NH:7][C:8]([C:10]2[C:18]3[C:17]4[CH:19]=[CH:20][CH:21]=[CH:22][C:16]=4[O:15][C:14]=3[C:13]([O:23][CH3:24])=[CH:12][CH:11]=2)=[O:9])=CC=1.ClC1C=CC=C(C(OO)=[O:33])C=1. (3) Given the product [F:30][CH:29]([F:31])[C:25]1[N:24]=[C:23]([C:2]2[C:7]([C:8]3[CH:9]=[CH:10][N:11]4[N:14]=[CH:15][C:16]([C:17]([O:19][CH2:20][CH3:21])=[O:18])=[C:12]4[N:13]=3)=[CH:6][CH:5]=[CH:4][N:3]=2)[CH:28]=[CH:27][CH:26]=1, predict the reactants needed to synthesize it. The reactants are: Cl[C:2]1[C:7]([C:8]2[N:13]=[CH:12][N:11]3[N:14]=[CH:15][C:16]([C:17]([O:19][CH2:20][CH3:21])=[O:18])=[C:10]3[CH:9]=2)=[CH:6][CH:5]=[CH:4][N:3]=1.Br[C:23]1[CH:28]=[CH:27][CH:26]=[C:25]([CH:29]([F:31])[F:30])[N:24]=1. (4) Given the product [CH2:31]([O:33][C:34]([C:36]1[CH:37]=[C:38]([C:4]2[CH:5]=[CH:6][C:7]([CH:8]([CH3:22])[C:9]([C:15]3[CH:20]=[CH:19][N:18]=[C:17]([C:38]4[CH:39]=[CH:40][CH:41]=[C:36]([C:34]([O:33][CH2:31][CH3:32])=[O:35])[CH:37]=4)[CH:16]=3)([OH:14])[C:10]([F:11])([F:13])[F:12])=[C:2]([Cl:1])[CH:3]=2)[CH:39]=[CH:40][CH:41]=1)=[O:35])[CH3:32], predict the reactants needed to synthesize it. The reactants are: [Cl:1][C:2]1[CH:3]=[C:4](OS(C(F)(F)F)(=O)=O)[CH:5]=[CH:6][C:7]=1[CH:8]([CH3:22])[C:9]([C:15]1[CH:20]=[CH:19][N:18]=[C:17](Cl)[CH:16]=1)([OH:14])[C:10]([F:13])([F:12])[F:11].[CH2:31]([O:33][C:34]([C:36]1[CH:37]=[C:38](B(O)O)[CH:39]=[CH:40][CH:41]=1)=[O:35])[CH3:32]. (5) The reactants are: [CH2:1]([CH:4]1[CH2:9][CH2:8][N:7]([C:10]([O:12][CH2:13][C:14]2[CH:19]=[CH:18][C:17]([N+:20]([O-:22])=[O:21])=[CH:16][CH:15]=2)=[O:11])[CH2:6][CH2:5]1)[C:2]#[CH:3].I[C:24]1[N:25]=[C:26]([NH2:42])[C:27]2[N:28]=[CH:29][N:30]([C:40]=2[N:41]=1)[C@@H:31]1[O:39][C@H:36]([CH2:37][OH:38])[C@@H:34]([OH:35])[C@H:32]1[OH:33]. Given the product [N+:20]([C:17]1[CH:18]=[CH:19][C:14]([CH2:13][O:12][C:10]([N:7]2[CH2:6][CH2:5][CH:4]([CH2:1][C:2]#[C:3][C:24]3[N:25]=[C:26]([NH2:42])[C:27]4[N:28]=[CH:29][N:30]([C:40]=4[N:41]=3)[C@@H:31]3[O:39][C@H:36]([CH2:37][OH:38])[C@@H:34]([OH:35])[C@H:32]3[OH:33])[CH2:9][CH2:8]2)=[O:11])=[CH:15][CH:16]=1)([O-:22])=[O:21], predict the reactants needed to synthesize it. (6) The reactants are: C1(C(NC(C)C)C(C2C=CC=CC=2F)CCN2CCN(C3C=CC=CC=3OC)CC2)CCCCC1.[NH:36]1[C:44]2[C:39](=[C:40]([N:45]3[CH2:50][CH2:49][NH:48][CH2:47][CH2:46]3)[CH:41]=[CH:42][CH:43]=2)[CH:38]=[CH:37]1.[CH:51]1([C:57](=[O:74])[CH:58]([C:67]2[CH:72]=[CH:71][CH:70]=[CH:69][C:68]=2[F:73])[CH2:59][CH:60](OCC)OCC)[CH2:56][CH2:55][CH2:54][CH2:53][CH2:52]1. Given the product [CH:51]1([C:57](=[O:74])[CH:58]([C:67]2[CH:72]=[CH:71][CH:70]=[CH:69][C:68]=2[F:73])[CH2:59][CH2:60][N:48]2[CH2:49][CH2:50][N:45]([C:40]3[CH:41]=[CH:42][CH:43]=[C:44]4[C:39]=3[CH:38]=[CH:37][NH:36]4)[CH2:46][CH2:47]2)[CH2:56][CH2:55][CH2:54][CH2:53][CH2:52]1, predict the reactants needed to synthesize it.